Task: Predict the reactants needed to synthesize the given product.. Dataset: Full USPTO retrosynthesis dataset with 1.9M reactions from patents (1976-2016) Given the product [CH3:26][N:24]([CH3:25])[C:21]1[CH:22]=[CH:23][C:18]([C:16]2[NH:15][C:11]3=[N:12][CH:13]=[CH:14][C:9]([C:6]4[CH:7]=[CH:8][C:3]([CH2:2][NH:1][C:38]([C:35]5[N:34]=[C:33]([C:29]([CH3:32])([CH3:31])[CH3:30])[O:37][N:36]=5)=[O:39])=[C:4]([F:27])[CH:5]=4)=[C:10]3[N:17]=2)=[CH:19][CH:20]=1, predict the reactants needed to synthesize it. The reactants are: [NH2:1][CH2:2][C:3]1[CH:8]=[CH:7][C:6]([C:9]2[CH:14]=[CH:13][N:12]=[C:11]3[NH:15][C:16]([C:18]4[CH:23]=[CH:22][C:21]([N:24]([CH3:26])[CH3:25])=[CH:20][CH:19]=4)=[N:17][C:10]=23)=[CH:5][C:4]=1[F:27].[Na].[C:29]([C:33]1[O:37][N:36]=[C:35]([C:38](O)=[O:39])[N:34]=1)([CH3:32])([CH3:31])[CH3:30].C1CN([P+](Br)(N2CCCC2)N2CCCC2)CC1.F[P-](F)(F)(F)(F)F.CN(C=O)C.CCN(C(C)C)C(C)C.